From a dataset of hERG potassium channel inhibition data for cardiac toxicity prediction from Karim et al.. Regression/Classification. Given a drug SMILES string, predict its toxicity properties. Task type varies by dataset: regression for continuous values (e.g., LD50, hERG inhibition percentage) or binary classification for toxic/non-toxic outcomes (e.g., AMES mutagenicity, cardiotoxicity, hepatotoxicity). Dataset: herg_karim. The drug is CS(=O)(=O)c1cccc(C[C@H](NC(=O)c2c(Cl)cc3c(c2Cl)CCN(C(=O)c2ccc4ccoc4c2)C3)C(=O)O)c1. The result is 0 (non-blocker).